Dataset: Reaction yield outcomes from USPTO patents with 853,638 reactions. Task: Predict the reaction yield, written as a fraction of the theoretical maximum amount of product (1.0 means a 100% yield; for example, 0.34 means a 34% yield). (1) The reactants are [N:1]1([C:9]([O:11][C:12]([CH3:15])([CH3:14])[CH3:13])=[O:10])[CH2:8][CH2:7][CH2:6][C@@H:2]1[C:3]([OH:5])=O.CN(C(ON1N=NC2C=CC=CC1=2)=[N+](C)C)C.F[P-](F)(F)(F)(F)F.C(N(CC)CC)C.[CH2:47]([NH2:57])[C:48]1[CH:56]=[CH:55][C:54]2[O:53][CH2:52][O:51][C:50]=2[CH:49]=1. The catalyst is CN(C=O)C.C(Cl)Cl. The product is [C:12]([O:11][C:9]([N:1]1[CH2:8][CH2:7][CH2:6][CH:2]1[C:3](=[O:5])[NH:57][CH2:47][C:48]1[CH:56]=[CH:55][C:54]2[O:53][CH2:52][O:51][C:50]=2[CH:49]=1)=[O:10])([CH3:15])([CH3:14])[CH3:13]. The yield is 0.825. (2) The reactants are [Br:1][C:2]1[CH:7]=[CH:6][C:5]([C@H:8]([C:18]2[CH:23]=[CH:22][CH:21]=[CH:20][C:19]=2[CH3:24])[CH2:9][C:10]([C:12]2[CH:17]=[CH:16][N:15]=[N:14][CH:13]=2)=O)=[CH:4][CH:3]=1.C(=O)([O-])O.[Na+].Cl.[NH2:31][OH:32]. The catalyst is C(O)C.O. The product is [Br:1][C:2]1[CH:7]=[CH:6][C:5]([C@H:8]([C:18]2[CH:23]=[CH:22][CH:21]=[CH:20][C:19]=2[CH3:24])[CH2:9]/[C:10](/[C:12]2[CH:17]=[CH:16][N:15]=[N:14][CH:13]=2)=[N:31]\[OH:32])=[CH:4][CH:3]=1. The yield is 0.900. (3) The reactants are [C:1]([O:5][C:6](=[O:16])[NH:7][C:8]1[CH:13]=[CH:12][C:11]([C:14]#[CH:15])=[CH:10][N:9]=1)([CH3:4])([CH3:3])[CH3:2].Br[C:18]1[N:22]([CH2:23][CH2:24][F:25])[C:21]2[CH:26]=[CH:27][CH:28]=[CH:29][C:20]=2[N:19]=1. No catalyst specified. The product is [F:25][CH2:24][CH2:23][N:22]1[C:21]2[CH:26]=[CH:27][CH:28]=[CH:29][C:20]=2[N:19]=[C:18]1[C:15]#[C:14][C:11]1[CH:12]=[CH:13][C:8]([NH:7][C:6](=[O:16])[O:5][C:1]([CH3:4])([CH3:3])[CH3:2])=[N:9][CH:10]=1. The yield is 0.310. (4) The reactants are [CH:1]([C:4]1[CH:5]=[CH:6][C:7]2[C:12]([NH:13][C:14]3[CH:15]=[C:16]([CH:20]=[CH:21][CH:22]=3)[C:17](O)=[O:18])=[N:11][CH:10]=[N:9][C:8]=2[N:23]=1)([CH3:3])[CH3:2].[NH2:24][C:25]1[CH:30]=[CH:29][C:28]([S:31][C:32]2[CH:37]=[CH:36][C:35]([NH:38][C:39](=[O:45])[O:40][C:41]([CH3:44])([CH3:43])[CH3:42])=[CH:34][CH:33]=2)=[C:27]([NH:46][C:47]2[C:48]3[CH:56]=[CH:55][C:54]([CH:57]([CH3:59])[CH3:58])=[N:53][C:49]=3[N:50]=[CH:51][N:52]=2)[CH:26]=1.CN(C(ON1N=NC2C=CC=NC1=2)=[N+](C)C)C.F[P-](F)(F)(F)(F)F.CCN(C(C)C)C(C)C. The catalyst is CS(C)=O.O. The product is [CH:57]([C:54]1[CH:55]=[CH:56][C:48]2[C:47]([NH:46][C:27]3[CH:26]=[C:25]([NH:24][C:17](=[O:18])[C:16]4[CH:20]=[CH:21][CH:22]=[C:14]([NH:13][C:12]5[C:7]6[CH:6]=[CH:5][C:4]([CH:1]([CH3:2])[CH3:3])=[N:23][C:8]=6[N:9]=[CH:10][N:11]=5)[CH:15]=4)[CH:30]=[CH:29][C:28]=3[S:31][C:32]3[CH:37]=[CH:36][C:35]([NH:38][C:39](=[O:45])[O:40][C:41]([CH3:44])([CH3:43])[CH3:42])=[CH:34][CH:33]=3)=[N:52][CH:51]=[N:50][C:49]=2[N:53]=1)([CH3:59])[CH3:58]. The yield is 0.630.